From a dataset of Full USPTO retrosynthesis dataset with 1.9M reactions from patents (1976-2016). Predict the reactants needed to synthesize the given product. (1) The reactants are: Br[CH2:2][CH2:3][O:4][CH2:5][CH2:6]Br.[Cl:8][C:9]1[N:14]=[C:13]([N:15]2[CH2:20][CH2:19][O:18][CH2:17][C@H:16]2[CH3:21])[CH:12]=[C:11]([CH2:22][S@:23]([CH3:25])=[O:24])[N:10]=1.[OH-].[Na+]. Given the product [Cl:8][C:9]1[N:14]=[C:13]([N:15]2[CH2:20][CH2:19][O:18][CH2:17][C@H:16]2[CH3:21])[CH:12]=[C:11]([C:22]2([S@:23]([CH3:25])=[O:24])[CH2:6][CH2:5][O:4][CH2:3][CH2:2]2)[N:10]=1, predict the reactants needed to synthesize it. (2) Given the product [O:27]1[CH:28]=[CH:29][CH:30]=[C:26]1[C:24]1[CH:25]=[C:18]2[N:17]=[C:16]([N:9]3[CH2:15][CH2:14][CH2:13][N:12]([CH2:2][C:3]4[CH:7]=[C:6]([CH3:8])[O:5][N:4]=4)[CH2:11][CH2:10]3)[N:21]=[C:20]([NH2:22])[N:19]2[N:23]=1, predict the reactants needed to synthesize it. The reactants are: Cl[CH2:2][C:3]1[CH:7]=[C:6]([CH3:8])[O:5][N:4]=1.[N:9]1([C:16]2[N:21]=[C:20]([NH2:22])[N:19]3[N:23]=[C:24]([C:26]4[O:27][CH:28]=[CH:29][CH:30]=4)[CH:25]=[C:18]3[N:17]=2)[CH2:15][CH2:14][CH2:13][NH:12][CH2:11][CH2:10]1.CCN(CC)CC. (3) Given the product [CH:1]1([C:4]2[N:5]=[C:6]3[C:11]([O:12][CH3:13])=[N:10][CH:9]=[CH:8][N:7]3[C:14]=2[CH:35]([OH:36])[C:33]2[CH:32]=[CH:31][C:25]3/[C:26](=[C:27](/[CH3:30])\[C:28]#[N:29])/[C:20]4[CH:19]=[CH:18][C:17]([F:16])=[CH:37][C:21]=4[O:22][CH2:23][C:24]=3[CH:34]=2)[CH2:3][CH2:2]1, predict the reactants needed to synthesize it. The reactants are: [CH:1]1([C:4]2[N:5]=[C:6]3[C:11]([O:12][CH3:13])=[N:10][CH:9]=[CH:8][N:7]3[C:14]=2I)[CH2:3][CH2:2]1.[F:16][C:17]1[CH:18]=[CH:19][C:20]2=[C:21]([CH:37]=1)[O:22][CH2:23][C:24]1[CH:34]=[C:33]([CH:35]=[O:36])[CH:32]=[CH:31][C:25]=1/[C:26]/2=[C:27](/[CH3:30])\[C:28]#[N:29]. (4) Given the product [Br:16][CH:8]([C:9]1[CH:10]=[CH:11][N:12]=[CH:13][CH:14]=1)[C:7]([C:1]1[CH:6]=[CH:5][CH:4]=[CH:3][CH:2]=1)=[O:15], predict the reactants needed to synthesize it. The reactants are: [C:1]1([C:7](=[O:15])[CH2:8][C:9]2[CH:14]=[CH:13][N:12]=[CH:11][CH:10]=2)[CH:6]=[CH:5][CH:4]=[CH:3][CH:2]=1.[BrH:16].BrBr. (5) Given the product [C:1]([O:5][C:6](=[O:18])[NH:7][C:8]1[CH:13]=[CH:12][C:11]([I:14])=[CH:10][C:9]=1[NH2:15])([CH3:4])([CH3:2])[CH3:3], predict the reactants needed to synthesize it. The reactants are: [C:1]([O:5][C:6](=[O:18])[NH:7][C:8]1[CH:13]=[CH:12][C:11]([I:14])=[CH:10][C:9]=1[N+:15]([O-])=O)([CH3:4])([CH3:3])[CH3:2].O.O.Cl[Sn]Cl. (6) Given the product [Cl:11][C:9]1[N:10]=[C:3]2[C:2]([C:17]3[CH:18]=[CH:19][CH:20]=[C:21]4[C:16]=3[CH:15]=[N:14][N:13]4[CH3:12])=[CH:7][CH:6]=[CH:5][N:4]2[N:8]=1, predict the reactants needed to synthesize it. The reactants are: Br[C:2]1[C:3]2[N:4]([N:8]=[C:9]([Cl:11])[N:10]=2)[CH:5]=[CH:6][CH:7]=1.[CH3:12][N:13]1[C:21]2[CH:20]=[CH:19][CH:18]=[C:17](B3OC(C)(C)C(C)(C)O3)[C:16]=2[CH2:15][NH:14]1. (7) Given the product [Br:19][C:20]1[CH:21]=[C:22]([CH:25]=[CH:26][CH:27]=1)[CH2:23][C:11]1([C:15]([O:17][CH3:18])=[O:16])[CH2:14][CH2:13][CH2:12]1, predict the reactants needed to synthesize it. The reactants are: [Li+].C[Si]([N-][Si](C)(C)C)(C)C.[CH:11]1([C:15]([O:17][CH3:18])=[O:16])[CH2:14][CH2:13][CH2:12]1.[Br:19][C:20]1[CH:21]=[C:22]([CH:25]=[CH:26][CH:27]=1)[CH2:23]Br. (8) Given the product [Br:21][C:22]1[CH:28]=[CH:27][C:25]([NH:26][C:16]([C@@H:11]2[CH2:10][CH2:9][C:8]3[N:7]=[C:6]([C:3]([CH3:5])([CH3:4])[C:2]([F:19])([F:1])[F:20])[CH:15]=[CH:14][C:13]=3[CH2:12]2)=[O:18])=[CH:24][CH:23]=1, predict the reactants needed to synthesize it. The reactants are: [F:1][C:2]([F:20])([F:19])[C:3]([C:6]1[CH:15]=[CH:14][C:13]2[CH2:12][C@H:11]([C:16]([OH:18])=O)[CH2:10][CH2:9][C:8]=2[N:7]=1)([CH3:5])[CH3:4].[Br:21][C:22]1[CH:28]=[CH:27][C:25]([NH2:26])=[CH:24][CH:23]=1.C(N(CC)CC)C. (9) Given the product [CH2:18]([NH:11][C:8]1[CH:7]=[CH:6][C:5]([O:4][CH2:3][C:2]([F:12])([F:13])[F:1])=[CH:10][CH:9]=1)[CH2:17][CH:16]=[CH2:15], predict the reactants needed to synthesize it. The reactants are: [F:1][C:2]([F:13])([F:12])[CH2:3][O:4][C:5]1[CH:10]=[CH:9][C:8]([NH2:11])=[CH:7][CH:6]=1.Br[CH2:15][CH2:16][CH:17]=[CH2:18].C([O-])([O-])=O.[Cs+].[Cs+].